This data is from Peptide-MHC class II binding affinity with 134,281 pairs from IEDB. The task is: Regression. Given a peptide amino acid sequence and an MHC pseudo amino acid sequence, predict their binding affinity value. This is MHC class II binding data. (1) The peptide sequence is VTEGERTVRVLDTVE. The MHC is DRB1_0301 with pseudo-sequence DRB1_0301. The binding affinity (normalized) is 0.375. (2) The peptide sequence is FQDLELSWNLNGLQAY. The MHC is HLA-DQA10301-DQB10302 with pseudo-sequence HLA-DQA10301-DQB10302. The binding affinity (normalized) is 0.356. (3) The peptide sequence is GRLEYCLKDRMNFDI. The MHC is DRB1_0405 with pseudo-sequence DRB1_0405. The binding affinity (normalized) is 0.253. (4) The peptide sequence is AAVVRFQEAANKQKQ. The MHC is DRB1_0701 with pseudo-sequence DRB1_0701. The binding affinity (normalized) is 0.291. (5) The peptide sequence is GPLLVLQAGFFLLTR. The MHC is HLA-DQA10301-DQB10302 with pseudo-sequence HLA-DQA10301-DQB10302. The binding affinity (normalized) is 0.137.